From a dataset of Catalyst prediction with 721,799 reactions and 888 catalyst types from USPTO. Predict which catalyst facilitates the given reaction. (1) Reactant: [F:1][C:2]1[CH:3]=[C:4]([C:8]2[CH:16]=[CH:15][C:11]([C:12]([OH:14])=O)=[CH:10][N:9]=2)[CH:5]=[CH:6][CH:7]=1.C(N=C=N[CH2:22][CH2:23][CH2:24][N:25](C)C)C.ON1C2N=CC=CC=2N=N1.C1(N)CC1. Product: [CH:24]1([NH:25][C:12](=[O:14])[C:11]2[CH:15]=[CH:16][C:8]([C:4]3[CH:5]=[CH:6][CH:7]=[C:2]([F:1])[CH:3]=3)=[N:9][CH:10]=2)[CH2:22][CH2:23]1. The catalyst class is: 46. (2) Product: [O:14]1[CH2:13][CH2:12][CH:11]([O:10][C:9]2[CH:17]=[CH:18][C:6]([OH:5])=[CH:7][CH:8]=2)[CH2:16][CH2:15]1. The catalyst class is: 67. Reactant: C([O:5][C:6]1[CH:18]=[CH:17][C:9]([O:10][CH:11]2[CH2:16][CH2:15][O:14][CH2:13][CH2:12]2)=[CH:8][CH:7]=1)(C)(C)C.